This data is from Full USPTO retrosynthesis dataset with 1.9M reactions from patents (1976-2016). The task is: Predict the reactants needed to synthesize the given product. The reactants are: [CH3:1][O:2][C:3]1[CH:12]=[C:11]2[C:6]([NH:7][C:8](=O)[C:9](=[O:22])[N:10]2[CH2:13][C:14]2[CH:19]=[CH:18][C:17]([O:20][CH3:21])=[CH:16][CH:15]=2)=[CH:5][C:4]=1[C:24]([O:26][CH3:27])=[O:25].O=P(Cl)(Cl)[Cl:30]. Given the product [Cl:30][C:8]1[C:9](=[O:22])[N:10]([CH2:13][C:14]2[CH:19]=[CH:18][C:17]([O:20][CH3:21])=[CH:16][CH:15]=2)[C:11]2[C:6]([N:7]=1)=[CH:5][C:4]([C:24]([O:26][CH3:27])=[O:25])=[C:3]([O:2][CH3:1])[CH:12]=2, predict the reactants needed to synthesize it.